From a dataset of Reaction yield outcomes from USPTO patents with 853,638 reactions. Predict the reaction yield, written as a fraction of the theoretical maximum amount of product (1.0 means a 100% yield; for example, 0.34 means a 34% yield). The reactants are [Br:1][C:2]1[CH:3]=[C:4]([O:12][CH3:13])[C:5]([Cl:11])=[C:6]([CH:10]=1)[C:7](O)=[O:8].B(F)(F)F.CSC.CO. The catalyst is C1COCC1. The product is [Br:1][C:2]1[CH:3]=[C:4]([O:12][CH3:13])[C:5]([Cl:11])=[C:6]([CH2:7][OH:8])[CH:10]=1. The yield is 1.00.